This data is from Human liver microsome stability data. The task is: Regression/Classification. Given a drug SMILES string, predict its absorption, distribution, metabolism, or excretion properties. Task type varies by dataset: regression for continuous measurements (e.g., permeability, clearance, half-life) or binary classification for categorical outcomes (e.g., BBB penetration, CYP inhibition). Dataset: hlm. (1) The drug is CS(=O)(=O)Nc1ccc(C(=O)NC(C(=O)NO)c2ccc(-c3cc(F)c(F)c(F)c3)cc2)cc1. The result is 0 (unstable in human liver microsomes). (2) The drug is NC1CN(c2ncccn2)CC1c1ccc(Cl)cc1Cl. The result is 0 (unstable in human liver microsomes). (3) The molecule is COC(=O)Nc1ccc2c(c1)N[C@@H](C(=O)OC)CCCC[C@H](NC(=O)C=Cc1cc(Cl)ccc1-n1cnnn1)c1cc-2ccn1. The result is 0 (unstable in human liver microsomes). (4) The molecule is CCN1C(=O)CN(Cc2ccc(-c3cccc(CN4CCCCC4)n3)cc2)C1=O. The result is 0 (unstable in human liver microsomes). (5) The result is 1 (stable in human liver microsomes). The molecule is C=CC(=O)NCc1coc(-c2c(N)ncnc2Nc2ccc(Oc3cccnc3)c(Cl)c2)n1. (6) The drug is CS(=O)(=O)Nc1ccc(C(=O)N[C@H](c2cn(C3(C#N)CC3)nn2)C2CCCCC2)cc1. The result is 0 (unstable in human liver microsomes). (7) The drug is CO[C@@H]1COCC[C@@H]1N[C@@H]1CC[C@@](C(=O)N2C[C@@H]3C[C@H]2CN3C(=O)OC(C)(C)C)(C(C)C)C1. The result is 0 (unstable in human liver microsomes). (8) The molecule is Cn1cnc2cc(Br)c(-c3ccccc3Cl)c(CN)c21. The result is 0 (unstable in human liver microsomes). (9) The molecule is N#Cc1ccc(F)cc1Cn1c(N2CCC[C@@H](N)C2)nc2c(-c3ccsc3)cnc-2c1O. The result is 0 (unstable in human liver microsomes). (10) The compound is C=CC(=O)N1CCC[C@@H](n2nc(-c3cccc(C(=O)Nc4ccc(C(C)C)cc4)c3)c3c(N)ncnc32)C1. The result is 1 (stable in human liver microsomes).